This data is from Full USPTO retrosynthesis dataset with 1.9M reactions from patents (1976-2016). The task is: Predict the reactants needed to synthesize the given product. (1) Given the product [CH3:120][C:118]([CH3:121])([CH3:119])[C@H:117]([NH:122][C:139](=[O:140])[C@@H:138]([NH:137][CH3:135])[CH3:142])[C:116]([N:100]1[C@H:101]([C:103](=[O:115])[NH:104][C@H:105]2[C:114]3[C:109](=[CH:110][CH:111]=[CH:112][CH:113]=3)[CH2:108][CH2:107][CH2:106]2)[CH2:102][C@H:98]([C:79]2[CH:78]=[C:77]3[C:82]([CH2:83][C@@H:84]([C:85]([NH:87][C@H:88]4[C:97]5[C:92](=[CH:93][CH:94]=[CH:95][CH:96]=5)[CH2:91][CH2:90][CH2:89]4)=[O:86])[N:75]([C:73](=[O:74])[C@@H:72]([NH:71][C:16](=[O:17])[C@@H:15]([NH:6][CH3:4])[CH3:14])[CH:124]4[CH2:129][CH2:128][O:127][CH2:126][CH2:125]4)[CH2:76]3)=[CH:81][CH:80]=2)[CH2:99]1)=[O:123], predict the reactants needed to synthesize it. The reactants are: CC(C)(C)[C@H](N[C:16](=[O:17])[C@@H:15]([NH:6][CH3:4])[CH3:14])[C:4]([N:6]1[C@H:15]([C:16](N[C@H]2C3C(=CC=CC=3)CCC2)=[O:17])[CH2:14]C2C(=CC(N[C@H]3[CH2:14][C@@H:15]([C:16](=[O:17])N[C@H]4C5C(=CC=CC=5)CCC4)[N:6]([C:16](=[O:17])[C@@H:15]([NH:6][C:4](=O)[C@@H](NC)C)[C:14](C)(C)C)[CH2:4]3)=CC=2)C1)=O.[NH2:71][C@@H:72]([CH:124]1[CH2:129][CH2:128][O:127][CH2:126][CH2:125]1)[C:73]([N:75]1[C@H:84]([C:85]([NH:87][C@H:88]2[C:97]3[C:92](=[CH:93][CH:94]=[CH:95][CH:96]=3)[CH2:91][CH2:90][CH2:89]2)=[O:86])[CH2:83][C:82]2[C:77](=[CH:78][C:79]([C@H:98]3[CH2:102][C@@H:101]([C:103](=[O:115])[NH:104][C@H:105]4[C:114]5[C:109](=[CH:110][CH:111]=[CH:112][CH:113]=5)[CH2:108][CH2:107][CH2:106]4)[N:100]([C:116](=[O:123])[C@@H:117]([NH2:122])[C:118]([CH3:121])([CH3:120])[CH3:119])[CH2:99]3)=[CH:80][CH:81]=2)[CH2:76]1)=[O:74].C(O[C:135]([N:137](C)[C@@H:138]([CH3:142])[C:139](O)=[O:140])=O)(C)(C)C. (2) Given the product [CH3:39][N:23]1[CH2:24][CH2:25][CH2:26][C@@H:22]1[C:20]1[N:19]=[C:18]([C:27]2[CH:32]=[CH:31][CH:30]=[CH:29][C:28]=2[C:33]([F:36])([F:34])[F:35])[N:17]([C:14]2[CH:15]=[CH:16][C:11]([C:7]3[CH:8]=[CH:9][CH:10]=[C:5]([S:2]([CH3:1])(=[O:4])=[O:3])[CH:6]=3)=[CH:12][CH:13]=2)[CH:21]=1, predict the reactants needed to synthesize it. The reactants are: [CH3:1][S:2]([C:5]1[CH:6]=[C:7]([C:11]2[CH:16]=[CH:15][C:14]([N:17]3[CH:21]=[C:20]([C@H:22]4[CH2:26][CH2:25][CH2:24][NH:23]4)[N:19]=[C:18]3[C:27]3[CH:32]=[CH:31][CH:30]=[CH:29][C:28]=3[C:33]([F:36])([F:35])[F:34])=[CH:13][CH:12]=2)[CH:8]=[CH:9][CH:10]=1)(=[O:4])=[O:3].C=O.[C:39]([BH3-])#N.[Na+]. (3) Given the product [CH2:1]([N:4]1[CH2:5][CH2:6][CH:7]([N:10]2[CH:14]=[C:13]([NH:15][C:16]3[N:21]=[C:20]([CH2:22][CH2:23][C:24]4[CH:29]=[CH:28][CH:27]=[CH:26][C:25]=4[CH:30]([CH3:34])[C:31]([NH2:33])=[O:32])[C:19]([C:35]([F:37])([F:36])[F:38])=[CH:18][N:17]=3)[CH:12]=[N:11]2)[CH2:8][CH2:9]1)[CH3:2], predict the reactants needed to synthesize it. The reactants are: [CH:1](=O)[CH3:2].[NH:4]1[CH2:9][CH2:8][CH:7]([N:10]2[CH:14]=[C:13]([NH:15][C:16]3[N:21]=[C:20]([CH2:22][CH2:23][C:24]4[CH:29]=[CH:28][CH:27]=[CH:26][C:25]=4[CH:30]([CH3:34])[C:31]([NH2:33])=[O:32])[C:19]([C:35]([F:38])([F:37])[F:36])=[CH:18][N:17]=3)[CH:12]=[N:11]2)[CH2:6][CH2:5]1.